Dataset: NCI-60 drug combinations with 297,098 pairs across 59 cell lines. Task: Regression. Given two drug SMILES strings and cell line genomic features, predict the synergy score measuring deviation from expected non-interaction effect. (1) Drug 1: CCC1=CC2CC(C3=C(CN(C2)C1)C4=CC=CC=C4N3)(C5=C(C=C6C(=C5)C78CCN9C7C(C=CC9)(C(C(C8N6C)(C(=O)OC)O)OC(=O)C)CC)OC)C(=O)OC.C(C(C(=O)O)O)(C(=O)O)O. Cell line: A549. Drug 2: CC1CCCC2(C(O2)CC(NC(=O)CC(C(C(=O)C(C1O)C)(C)C)O)C(=CC3=CSC(=N3)C)C)C. Synergy scores: CSS=47.9, Synergy_ZIP=-0.459, Synergy_Bliss=2.82, Synergy_Loewe=2.06, Synergy_HSA=3.37. (2) Drug 1: CC1C(C(CC(O1)OC2CC(OC(C2O)C)OC3=CC4=CC5=C(C(=O)C(C(C5)C(C(=O)C(C(C)O)O)OC)OC6CC(C(C(O6)C)O)OC7CC(C(C(O7)C)O)OC8CC(C(C(O8)C)O)(C)O)C(=C4C(=C3C)O)O)O)O. Drug 2: C1CCC(C(C1)N)N.C(=O)(C(=O)[O-])[O-].[Pt+4]. Cell line: UO-31. Synergy scores: CSS=62.3, Synergy_ZIP=-0.693, Synergy_Bliss=1.30, Synergy_Loewe=-23.6, Synergy_HSA=0.925. (3) Drug 2: CC1=C(C(=CC=C1)Cl)NC(=O)C2=CN=C(S2)NC3=CC(=NC(=N3)C)N4CCN(CC4)CCO. Drug 1: COC1=NC(=NC2=C1N=CN2C3C(C(C(O3)CO)O)O)N. Cell line: SR. Synergy scores: CSS=-6.27, Synergy_ZIP=0.725, Synergy_Bliss=-2.48, Synergy_Loewe=-8.95, Synergy_HSA=-8.59. (4) Drug 1: CCCS(=O)(=O)NC1=C(C(=C(C=C1)F)C(=O)C2=CNC3=C2C=C(C=N3)C4=CC=C(C=C4)Cl)F. Drug 2: CC12CCC3C(C1CCC2=O)CC(=C)C4=CC(=O)C=CC34C. Cell line: RXF 393. Synergy scores: CSS=30.0, Synergy_ZIP=-1.95, Synergy_Bliss=-1.94, Synergy_Loewe=-8.92, Synergy_HSA=-0.755. (5) Drug 1: C1=CC=C(C=C1)NC(=O)CCCCCCC(=O)NO. Drug 2: CN(CCCl)CCCl.Cl. Cell line: SK-OV-3. Synergy scores: CSS=5.76, Synergy_ZIP=-1.86, Synergy_Bliss=0.441, Synergy_Loewe=-2.81, Synergy_HSA=-0.311.